This data is from Reaction yield outcomes from USPTO patents with 853,638 reactions. The task is: Predict the reaction yield, written as a fraction of the theoretical maximum amount of product (1.0 means a 100% yield; for example, 0.34 means a 34% yield). The reactants are [N:1]1[S:2][N:3]=[C:4]2[C:9]([CH2:10][NH:11][C@@H:12]([CH3:20])[CH:13]([O:17][CH2:18][CH3:19])[O:14][CH2:15][CH3:16])=[CH:8][CH:7]=[CH:6][C:5]=12.[CH:21]1[C:33]2[CH:32]([CH2:34][O:35][C:36]([NH:38][C@@H:39]([CH2:43][C:44]3[CH:49]=[CH:48][C:47]([O:50][C:51]([CH3:54])([CH3:53])[CH3:52])=[CH:46][CH:45]=3)[C:40](O)=[O:41])=[O:37])[C:31]3[C:26](=[CH:27][CH:28]=[CH:29][CH:30]=3)[C:25]=2[CH:24]=[CH:23][CH:22]=1. No catalyst specified. The product is [N:1]1[S:2][N:3]=[C:4]2[C:9]([CH2:10][N:11]([C@@H:12]([CH3:20])[CH:13]([O:14][CH2:15][CH3:16])[O:17][CH2:18][CH3:19])[C:40](=[O:41])[C@@H:39]([NH:38][C:36](=[O:37])[O:35][CH2:34][CH:32]3[C:33]4[CH:21]=[CH:22][CH:23]=[CH:24][C:25]=4[C:26]4[C:31]3=[CH:30][CH:29]=[CH:28][CH:27]=4)[CH2:43][C:44]3[CH:49]=[CH:48][C:47]([O:50][C:51]([CH3:54])([CH3:53])[CH3:52])=[CH:46][CH:45]=3)=[CH:8][CH:7]=[CH:6][C:5]=12. The yield is 0.680.